Predict the reactants needed to synthesize the given product. From a dataset of Full USPTO retrosynthesis dataset with 1.9M reactions from patents (1976-2016). Given the product [Cl:3][C:4]1[CH:8]=[CH:7][N:6]([CH3:15])[C:5]=1[C:9]([O:11][CH3:12])=[O:10], predict the reactants needed to synthesize it. The reactants are: [H-].[Na+].[Cl:3][C:4]1[CH:8]=[CH:7][NH:6][C:5]=1[C:9]([O:11][CH3:12])=[O:10].IC.[CH3:15]N(C=O)C.Cl.